Dataset: Reaction yield outcomes from USPTO patents with 853,638 reactions. Task: Predict the reaction yield, written as a fraction of the theoretical maximum amount of product (1.0 means a 100% yield; for example, 0.34 means a 34% yield). (1) The reactants are [CH3:1][N:2]1[CH2:7][CH2:6][N:5]([S:8]([C:11]2[CH:12]=[C:13]([CH:18]=[CH:19][CH:20]=2)[C:14]([NH:16][NH2:17])=[O:15])(=[O:10])=[O:9])[CH2:4][CH2:3]1.[Cl:21][C:22]1[CH:23]=[CH:24][C:25]([OH:31])=[C:26]([C:28](=O)[CH3:29])[CH:27]=1. The catalyst is CO.C(O)(=O)C. The product is [Cl:21][C:22]1[CH:23]=[CH:24][C:25]([OH:31])=[C:26](/[C:28](=[N:17]/[NH:16][C:14](=[O:15])[C:13]2[CH:18]=[CH:19][CH:20]=[C:11]([S:8]([N:5]3[CH2:6][CH2:7][N:2]([CH3:1])[CH2:3][CH2:4]3)(=[O:10])=[O:9])[CH:12]=2)/[CH3:29])[CH:27]=1. The yield is 0.534. (2) The catalyst is CN(C)C=O.CCCCCC.C(OCC)(=O)C.CO.O.C(N(CC)CC)C. The reactants are [CH3:1][S:2]([C:5]1[N:10]=[CH:9][C:8]([O:11][C:12]2[CH:13]=[C:14]3[C:18](=[C:19]([O:21][CH:22]4[CH2:27][CH2:26][O:25][CH2:24][CH2:23]4)[CH:20]=2)[NH:17][C:16]([C:28]2[S:29][CH:30]([CH2:33][C:34]([OH:36])=O)[CH2:31][N:32]=2)=[CH:15]3)=[CH:7][CH:6]=1)(=[O:4])=[O:3].O.ON1C2C=CC=CC=2N=N1.Cl.C(N=C=NCCCN(C)C)C.Cl.[CH3:61][S:62]([CH2:65][CH2:66][NH2:67])(=[O:64])=[O:63]. The yield is 0.620. The product is [CH3:61][S:62]([CH2:65][CH2:66][NH:67][C:34](=[O:36])[CH2:33][CH:30]1[S:29][C:28]([C:16]2[NH:17][C:18]3[C:14]([CH:15]=2)=[CH:13][C:12]([O:11][C:8]2[CH:9]=[N:10][C:5]([S:2]([CH3:1])(=[O:3])=[O:4])=[CH:6][CH:7]=2)=[CH:20][C:19]=3[O:21][CH:22]2[CH2:23][CH2:24][O:25][CH2:26][CH2:27]2)=[N:32][CH2:31]1)(=[O:64])=[O:63]. (3) The reactants are C([O:3][C:4](=O)[CH2:5][O:6][C:7]1[C:8]([Cl:20])=[N:9][C:10]([Cl:19])=[N:11][C:12]=1[N:13]1[CH2:18][CH2:17][O:16][CH2:15][CH2:14]1)C.CC(C[AlH]CC(C)C)C. The yield is 0.950. The product is [Cl:19][C:10]1[N:9]=[C:8]([Cl:20])[C:7]([O:6][CH2:5][CH2:4][OH:3])=[C:12]([N:13]2[CH2:14][CH2:15][O:16][CH2:17][CH2:18]2)[N:11]=1. The catalyst is C1COCC1. (4) The reactants are [CH3:1][C:2]1[C:7]([N+:8]([O-])=O)=[CH:6][N:5]=[C:4]([C:11]([O:13][CH3:14])=[O:12])[CH:3]=1.[NH2:15]C1C(C)=CC(C(OC)=O)=NC=1.N([O-])=O.[Na+].O. The catalyst is C1COCC1.[Pd].CC(O)=O. The product is [NH:8]1[C:7]2=[CH:6][N:5]=[C:4]([C:11]([O:13][CH3:14])=[O:12])[CH:3]=[C:2]2[CH:1]=[N:15]1. The yield is 0.790. (5) The reactants are [CH3:1][O:2][C:3]1[CH:9]=[CH:8][C:6]([OH:7])=[CH:5][C:4]=1[OH:10].[OH:11][C:12]1[CH:17]=[CH:16][C:15]([CH2:18][C:19](O)=[O:20])=[CH:14][CH:13]=1.B(F)(F)F.CCOCC. The catalyst is C([O-])(=O)C.[Na+]. The product is [OH:7][C:6]1[CH:5]=[C:4]([OH:10])[C:3]([O:2][CH3:1])=[CH:9][C:8]=1[C:19]([CH2:18][C:15]1[CH:16]=[CH:17][C:12]([OH:11])=[CH:13][CH:14]=1)=[O:20]. The yield is 0.480. (6) The reactants are [Cl:1][C:2]1[N:3]=[C:4](Cl)[C:5]2[S:10][CH:9]=[CH:8][C:6]=2[N:7]=1.C([Sn](CCCC)(CCCC)[C:17]1[CH2:18][CH2:19][O:20][CH2:21][CH:22]=1)CCC. The catalyst is C1COCC1. The product is [Cl:1][C:2]1[N:3]=[C:4]([C:17]2[CH2:22][CH2:21][O:20][CH2:19][CH:18]=2)[C:5]2[S:10][CH:9]=[CH:8][C:6]=2[N:7]=1. The yield is 0.740.